This data is from Full USPTO retrosynthesis dataset with 1.9M reactions from patents (1976-2016). The task is: Predict the reactants needed to synthesize the given product. (1) Given the product [OH:2][NH:1][S:10]([C:8]1[S:9][C:5]([CH3:4])=[CH:6][CH:7]=1)(=[O:12])=[O:11], predict the reactants needed to synthesize it. The reactants are: [NH2:1][OH:2].O.[CH3:4][C:5]1[S:9][C:8]([S:10](Cl)(=[O:12])=[O:11])=[CH:7][CH:6]=1.S(Cl)(Cl)(=O)=O. (2) Given the product [CH:28]1([CH2:27][C:6]2([C:4]([OH:5])=[O:3])[CH2:11][CH2:10][N:9]([C:12]([C:14]3[CH:19]=[CH:18][C:17]([C:20]4[CH:21]=[CH:22][C:23]([F:26])=[CH:24][CH:25]=4)=[CH:16][CH:15]=3)=[O:13])[CH2:8][CH2:7]2)[CH2:30][CH2:29]1, predict the reactants needed to synthesize it. The reactants are: C([O:3][C:4]([C:6]1([CH2:27][CH:28]2[CH2:30][CH2:29]2)[CH2:11][CH2:10][N:9]([C:12]([C:14]2[CH:19]=[CH:18][C:17]([C:20]3[CH:25]=[CH:24][C:23]([F:26])=[CH:22][CH:21]=3)=[CH:16][CH:15]=2)=[O:13])[CH2:8][CH2:7]1)=[O:5])C.[OH-].[Na+].Cl. (3) Given the product [CH3:19][O:20][C:21]([C:23]1[CH2:24][N:25]([C:48]([O:50][C:51]([CH3:54])([CH3:53])[CH3:52])=[O:49])[CH2:26][C:27]2([C:30]=1[C:31]1[CH:36]=[CH:35][C:34]([CH2:37][CH2:38][CH2:39][OH:40])=[CH:33][CH:32]=1)[CH2:29][CH2:28]2)=[O:22], predict the reactants needed to synthesize it. The reactants are: CCCC[N+](CCCC)(CCCC)CCCC.[F-].[CH3:19][O:20][C:21]([C:23]1[CH2:24][N:25]([C:48]([O:50][C:51]([CH3:54])([CH3:53])[CH3:52])=[O:49])[CH2:26][C:27]2([C:30]=1[C:31]1[CH:36]=[CH:35][C:34]([CH2:37][CH2:38][CH2:39][O:40][Si](C(C)(C)C)(C)C)=[CH:33][CH:32]=1)[CH2:29][CH2:28]2)=[O:22]. (4) Given the product [CH:24]([C:25]1[CH:35]=[CH:34][C:28]([C:29]([O:31][CH2:32][CH3:33])=[O:30])=[CH:27][N:26]=1)=[O:23], predict the reactants needed to synthesize it. The reactants are: CC(OI1(OC(C)=O)(OC(C)=O)OC(=O)C2C1=CC=CC=2)=O.[OH:23][CH2:24][C:25]1[CH:35]=[CH:34][C:28]([C:29]([O:31][CH2:32][CH3:33])=[O:30])=[CH:27][N:26]=1.S(S([O-])=O)([O-])=O.[Na+].[Na+].C(=O)([O-])O.[Na+]. (5) Given the product [CH3:16][O:8][C:7](=[O:9])[C:6]1[CH:10]=[C:2]([NH2:1])[CH:3]=[CH:4][C:5]=1[Cl:11], predict the reactants needed to synthesize it. The reactants are: [NH2:1][C:2]1[CH:3]=[CH:4][C:5]([Cl:11])=[C:6]([CH:10]=1)[C:7]([OH:9])=[O:8].S(Cl)(Cl)=O.[CH3:16]O. (6) The reactants are: [NH2:1][C@@H:2]([CH3:5])[CH2:3][OH:4].O=[C:7]([CH3:13])[CH2:8][CH2:9][C:10]([OH:12])=[O:11]. Given the product [OH:4][CH2:3][C@@H:2]([NH:1][CH:7]([CH3:13])[CH2:8][CH2:9][C:10]([OH:12])=[O:11])[CH3:5], predict the reactants needed to synthesize it. (7) Given the product [Cl:31][C:28]1[CH:29]=[CH:30][C:25]([C:23](=[O:24])[CH2:22][N:6]2[C:5]3([CH2:7][CH2:8][CH2:9][CH2:10]3)[N:4]=[C:3]([C:11]3[CH:12]=[CH:13][C:14]([C:15]#[N:16])=[CH:17][CH:18]=3)[C:2]2=[O:1])=[CH:26][C:27]=1[C:32]([F:33])([F:34])[F:35], predict the reactants needed to synthesize it. The reactants are: [O:1]=[C:2]1[NH:6][C:5]2([CH2:10][CH2:9][CH2:8][CH2:7]2)[N:4]=[C:3]1[C:11]1[CH:18]=[CH:17][C:14]([C:15]#[N:16])=[CH:13][CH:12]=1.[H-].[Na+].Br[CH2:22][C:23]([C:25]1[CH:30]=[CH:29][C:28]([Cl:31])=[C:27]([C:32]([F:35])([F:34])[F:33])[CH:26]=1)=[O:24].O.